From a dataset of Full USPTO retrosynthesis dataset with 1.9M reactions from patents (1976-2016). Predict the reactants needed to synthesize the given product. (1) Given the product [Si:19]([O:18][CH2:17][C@H:13]1[CH2:12][C@@H:11]([N:6]2[CH:5]=[N:4][C:3]3[C:7]2=[N:8][CH:9]=[N:10][C:2]=3[Cl:1])[CH2:15][C@@H:14]1[OH:16])([C:22]([CH3:25])([CH3:24])[CH3:23])([CH3:21])[CH3:20], predict the reactants needed to synthesize it. The reactants are: [Cl:1][C:2]1[N:10]=[CH:9][N:8]=[C:7]2[C:3]=1[N:4]=[CH:5][N:6]2[C@H:11]1[CH2:15][C@H:14]([OH:16])[C@@H:13]([CH2:17][OH:18])[CH2:12]1.[Si:19](Cl)([C:22]([CH3:25])([CH3:24])[CH3:23])([CH3:21])[CH3:20].N1C=CN=C1. (2) Given the product [CH2:1]([O:3][C:4]([N:6]1[CH2:11][CH2:10][N:9]([C:12](=[O:48])[C@@H:13]([NH:22][C:23]([C:25]2[CH:29]=[C:28]([O:30][CH2:31][C:32]([OH:34])=[O:33])[N:27]([C:42]3[CH:47]=[CH:46][CH:45]=[CH:44][CH:43]=3)[N:26]=2)=[O:24])[CH2:14][C:15]([O:17][C:18]([CH3:21])([CH3:20])[CH3:19])=[O:16])[CH2:8][CH2:7]1)=[O:5])[CH3:2], predict the reactants needed to synthesize it. The reactants are: [CH2:1]([O:3][C:4]([N:6]1[CH2:11][CH2:10][N:9]([C:12](=[O:48])[C@@H:13]([NH:22][C:23]([C:25]2[CH:29]=[C:28]([O:30][CH2:31][C:32]([O:34]CC3C=CC=CC=3)=[O:33])[N:27]([C:42]3[CH:47]=[CH:46][CH:45]=[CH:44][CH:43]=3)[N:26]=2)=[O:24])[CH2:14][C:15]([O:17][C:18]([CH3:21])([CH3:20])[CH3:19])=[O:16])[CH2:8][CH2:7]1)=[O:5])[CH3:2]. (3) Given the product [Cl:34][C:33]1[C:28]([N:59]2[CH2:60][CH2:61][N:56]([CH:54]([C:51]3[CH:50]=[CH:49][N:48]=[CH:53][CH:52]=3)[CH3:55])[CH2:57][CH2:58]2)=[C:29]([N+:36]([O-:38])=[O:37])[C:30]([NH2:35])=[N:31][CH:32]=1, predict the reactants needed to synthesize it. The reactants are: NC1C([N+]([O-])=O)=C(N2CCN(CC(NC3SC=CN=3)=O)CC2)C(Br)=CN=1.Cl[C:28]1[C:33]([Cl:34])=[CH:32][N:31]=[C:30]([NH2:35])[C:29]=1[N+:36]([O-:38])=[O:37].CCN(C(C)C)C(C)C.[N:48]1[CH:53]=[CH:52][C:51]([CH:54]([N:56]2[CH2:61][CH2:60][NH:59][CH2:58][CH2:57]2)[CH3:55])=[CH:50][CH:49]=1.Cl. (4) Given the product [CH:1]([NH:4][C:5]1[S:6][CH:7]=[C:8]([C:10]2[CH:19]=[C:18]([O:20][C@H:21]3[CH2:25][N:24]4[C@H:23]([C:26](=[O:27])[NH:28][CH:29]([C@@:31]5([N:71]=[C:73]=[O:77])[CH2:61][C@H:30]5[CH:32]=[CH2:33])[C:34](=[O:35])[NH:36][S:37](=[O:39])(=[O:38])[C:40]5[C:41]([NH:46][C:47](=[O:48])[CH2:49][O:50][CH2:51][CH2:52][O:53][CH2:54][CH2:55][C:56]4=[O:57])=[CH:42][CH:43]=[CH:44][CH:45]=5)[CH2:22]3)[C:17]3[C:12](=[CH:13][C:14]([O:59][CH3:60])=[CH:15][CH:16]=3)[N:11]=2)[N:9]=1)([CH3:2])[CH3:3], predict the reactants needed to synthesize it. The reactants are: [CH:1]([NH:4][C:5]1[S:6][CH:7]=[C:8]([C:10]2[CH:19]=[C:18]([O:20][C@H:21]3[CH2:25][NH:24][C@H:23]([C:26]([NH:28][C@:29]4([C:34]([NH:36][S:37]([C:40]5[CH:45]=[CH:44][CH:43]=[CH:42][C:41]=5[NH:46][C:47]([CH2:49][O:50][CH2:51][CH2:52][O:53][CH2:54][CH2:55][C:56](O)=[O:57])=[O:48])(=[O:39])=[O:38])=[O:35])[CH2:31][C@H:30]4[CH:32]=[CH2:33])=[O:27])[CH2:22]3)[C:17]3[C:12](=[CH:13][C:14]([O:59][CH3:60])=[CH:15][CH:16]=3)[N:11]=2)[N:9]=1)([CH3:3])[CH3:2].[CH3:61]CN(C(C)C)C(C)C.C[N:71]([C:73]([O:77]N1N=NC2C=CC=NC1=2)=[N+](C)C)C.F[P-](F)(F)(F)(F)F. (5) Given the product [CH2:1]([O:3][C:4]([C:6]1[C:7]([OH:29])=[C:8]2[C:14]([Cl:30])=[C:13]([C:15]3[CH:16]=[CH:17][C:18]([F:21])=[CH:19][CH:20]=3)[N:12]([C:22]3[CH:27]=[CH:26][C:25]([F:28])=[CH:24][CH:23]=3)[C:9]2=[CH:10][N:11]=1)=[O:5])[CH3:2], predict the reactants needed to synthesize it. The reactants are: [CH2:1]([O:3][C:4]([C:6]1[C:7]([OH:29])=[C:8]2[CH:14]=[C:13]([C:15]3[CH:20]=[CH:19][C:18]([F:21])=[CH:17][CH:16]=3)[N:12]([C:22]3[CH:27]=[CH:26][C:25]([F:28])=[CH:24][CH:23]=3)[C:9]2=[CH:10][N:11]=1)=[O:5])[CH3:2].[Cl:30]N1C(=O)CCC1=O. (6) Given the product [Cl:8][C:4]1[CH:5]=[CH:6][CH:7]=[C:2]([Cl:1])[C:3]=1[C:9]1[C:13]([CH2:14][O:15][C:16]2[CH:17]=[C:18]3[C:23](=[CH:24][CH:25]=2)[CH:22]=[C:21]([C:26]2[CH:31]=[CH:30][N:29]=[C:28]([C:32]([OH:34])=[O:33])[CH:27]=2)[CH:20]=[CH:19]3)=[C:12]([CH:36]([CH3:38])[CH3:37])[O:11][N:10]=1, predict the reactants needed to synthesize it. The reactants are: [Cl:1][C:2]1[CH:7]=[CH:6][CH:5]=[C:4]([Cl:8])[C:3]=1[C:9]1[C:13]([CH2:14][O:15][C:16]2[CH:17]=[C:18]3[C:23](=[CH:24][CH:25]=2)[CH:22]=[C:21]([C:26]2[CH:31]=[CH:30][N:29]=[C:28]([C:32]([O:34]C)=[O:33])[CH:27]=2)[CH:20]=[CH:19]3)=[C:12]([CH:36]([CH3:38])[CH3:37])[O:11][N:10]=1.[OH-].[Na+].CO.